Dataset: Full USPTO retrosynthesis dataset with 1.9M reactions from patents (1976-2016). Task: Predict the reactants needed to synthesize the given product. Given the product [CH3:8][O:9][C:10]1[CH:17]=[CH:16][C:13]([CH2:14][NH:1][C@H:2]([C:5]([OH:7])=[O:6])[CH2:3][OH:4])=[CH:12][CH:11]=1, predict the reactants needed to synthesize it. The reactants are: [NH2:1][C@H:2]([C:5]([OH:7])=[O:6])[CH2:3][OH:4].[CH3:8][O:9][C:10]1[CH:17]=[CH:16][C:13]([CH:14]=O)=[CH:12][CH:11]=1.